Task: Predict the reaction yield, written as a fraction of the theoretical maximum amount of product (1.0 means a 100% yield; for example, 0.34 means a 34% yield).. Dataset: Reaction yield outcomes from USPTO patents with 853,638 reactions (1) The reactants are Cl.[C:2]([N:10]1[CH2:15][CH2:14][NH:13][C@H:12]([CH3:16])[CH2:11]1)(=[O:9])[C:3]1[CH:8]=[CH:7][CH:6]=[CH:5][CH:4]=1.[NH2:17][C:18]1[NH:19][C:20](=O)[C:21]2[N:27]=[C:26]([C:28]3[CH:33]=[CH:32][C:31]([F:34])=[CH:30][CH:29]=3)[CH:25]=[CH:24][C:22]=2[N:23]=1.C1CCN2C(=NCCC2)CC1. The product is [NH2:17][C:18]1[N:19]=[C:20]([N:13]2[CH2:14][CH2:15][N:10]([C:2](=[O:9])[C:3]3[CH:4]=[CH:5][CH:6]=[CH:7][CH:8]=3)[CH2:11][C@H:12]2[CH3:16])[C:21]2[N:27]=[C:26]([C:28]3[CH:33]=[CH:32][C:31]([F:34])=[CH:30][CH:29]=3)[CH:25]=[CH:24][C:22]=2[N:23]=1. The yield is 0.460. No catalyst specified. (2) The reactants are [Br:1][C:2]1[CH:3]=[CH:4][C:5]([O:15][CH2:16][C:17]2[CH:22]=[CH:21][C:20]([F:23])=[CH:19][CH:18]=2)=[C:6]([C:8](=O)[CH2:9][CH2:10][C:11](=O)[CH3:12])[CH:7]=1.[CH3:24][O:25][C:26](=[O:40])[C:27]1C=[C:31]([N:33]2CCCC2=O)[CH:30]=[C:29](N)[CH:28]=1.CC1C=CC(S(O)(=O)=O)=CC=1.[CH3:52][N:53]1[C:57](=[O:58])[CH2:56][CH2:55][CH2:54]1. The yield is 0.670. The catalyst is CCOC(C)=O. The product is [CH3:24][O:25][C:26](=[O:40])[C:27]1[CH:28]=[CH:29][CH:30]=[C:31]([N:33]2[C:11]([CH3:12])=[CH:10][CH:9]=[C:8]2[C:6]2[CH:7]=[C:2]([Br:1])[CH:3]=[CH:4][C:5]=2[O:15][CH2:16][C:17]2[CH:22]=[CH:21][C:20]([F:23])=[CH:19][CH:18]=2)[C:52]=1[N:53]1[CH2:54][CH2:55][CH2:56][C:57]1=[O:58]. (3) The reactants are [CH3:1][O:2][C:3](=[O:32])[C:4]1[CH:9]=[CH:8][C:7]([CH2:10][N:11]2[CH:15]=[C:14]([C:16]3[CH:21]=[CH:20][C:19]([Cl:22])=[CH:18][C:17]=3[Cl:23])[N:13]=[C:12]2[CH2:24][C:25]2[CH:30]=[CH:29][C:28](Br)=[CH:27][CH:26]=2)=[CH:6][CH:5]=1.[F:33][C:34]([F:45])([F:44])[C:35]1[CH:36]=[C:37](B(O)O)[CH:38]=[CH:39][CH:40]=1. No catalyst specified. The product is [CH3:1][O:2][C:3](=[O:32])[C:4]1[CH:9]=[CH:8][C:7]([CH2:10][N:11]2[CH:15]=[C:14]([C:16]3[CH:21]=[CH:20][C:19]([Cl:22])=[CH:18][C:17]=3[Cl:23])[N:13]=[C:12]2[CH2:24][C:25]2[CH:30]=[CH:29][C:28]([C:39]3[CH:38]=[CH:37][CH:36]=[C:35]([C:34]([F:45])([F:44])[F:33])[CH:40]=3)=[CH:27][CH:26]=2)=[CH:6][CH:5]=1. The yield is 0.310.